Dataset: NCI-60 drug combinations with 297,098 pairs across 59 cell lines. Task: Regression. Given two drug SMILES strings and cell line genomic features, predict the synergy score measuring deviation from expected non-interaction effect. (1) Drug 1: CC1OCC2C(O1)C(C(C(O2)OC3C4COC(=O)C4C(C5=CC6=C(C=C35)OCO6)C7=CC(=C(C(=C7)OC)O)OC)O)O. Drug 2: C(=O)(N)NO. Cell line: MCF7. Synergy scores: CSS=33.7, Synergy_ZIP=-8.04, Synergy_Bliss=-2.66, Synergy_Loewe=-0.648, Synergy_HSA=2.03. (2) Drug 1: CC12CCC3C(C1CCC2O)C(CC4=C3C=CC(=C4)O)CCCCCCCCCS(=O)CCCC(C(F)(F)F)(F)F. Drug 2: CN(CCCl)CCCl.Cl. Cell line: UACC62. Synergy scores: CSS=24.8, Synergy_ZIP=-6.23, Synergy_Bliss=0.194, Synergy_Loewe=-7.15, Synergy_HSA=0.916. (3) Drug 1: C1CC(C1)(C(=O)O)C(=O)O.[NH2-].[NH2-].[Pt+2]. Drug 2: CN1C(=O)N2C=NC(=C2N=N1)C(=O)N. Cell line: M14. Synergy scores: CSS=2.90, Synergy_ZIP=-3.16, Synergy_Bliss=-5.44, Synergy_Loewe=-9.55, Synergy_HSA=-6.87. (4) Drug 1: C1=CC(=C2C(=C1NCCNCCO)C(=O)C3=C(C=CC(=C3C2=O)O)O)NCCNCCO. Drug 2: C1C(C(OC1N2C=NC3=C2NC=NCC3O)CO)O. Cell line: HCT-15. Synergy scores: CSS=56.7, Synergy_ZIP=-2.07, Synergy_Bliss=-1.74, Synergy_Loewe=-52.8, Synergy_HSA=-1.49. (5) Drug 1: CN1C2=C(C=C(C=C2)N(CCCl)CCCl)N=C1CCCC(=O)O.Cl. Drug 2: CC(C)(C#N)C1=CC(=CC(=C1)CN2C=NC=N2)C(C)(C)C#N. Cell line: MCF7. Synergy scores: CSS=3.73, Synergy_ZIP=-1.18, Synergy_Bliss=-1.55, Synergy_Loewe=0.191, Synergy_HSA=-1.77. (6) Drug 1: C1CCC(CC1)NC(=O)N(CCCl)N=O. Drug 2: C1C(C(OC1N2C=C(C(=O)NC2=O)F)CO)O. Cell line: NCI-H322M. Synergy scores: CSS=7.02, Synergy_ZIP=-5.41, Synergy_Bliss=-1.80, Synergy_Loewe=-12.1, Synergy_HSA=-3.99. (7) Drug 2: CC1=C(C(=CC=C1)Cl)NC(=O)C2=CN=C(S2)NC3=CC(=NC(=N3)C)N4CCN(CC4)CCO. Cell line: DU-145. Drug 1: CN(C)N=NC1=C(NC=N1)C(=O)N. Synergy scores: CSS=4.72, Synergy_ZIP=-3.10, Synergy_Bliss=0.412, Synergy_Loewe=-6.94, Synergy_HSA=-1.69.